From a dataset of Full USPTO retrosynthesis dataset with 1.9M reactions from patents (1976-2016). Predict the reactants needed to synthesize the given product. (1) Given the product [OH2:3].[Cl:29][C:30]1[N:35]=[C:34]([N:26]2[CH2:25][CH2:24][N:23]([C:21]([C:19]3[CH:18]=[CH:17][CH:16]=[C:15]([C:9]4[CH:10]=[CH:11][C:12]([O:13][CH3:14])=[C:7]([O:6][CH3:5])[CH:8]=4)[N:20]=3)=[O:22])[CH2:28][CH2:27]2)[CH:33]=[CH:32][N:31]=1, predict the reactants needed to synthesize it. The reactants are: C([OH:3])C.Cl.[CH3:5][O:6][C:7]1[CH:8]=[C:9]([C:15]2[N:20]=[C:19]([C:21]([N:23]3[CH2:28][CH2:27][NH:26][CH2:25][CH2:24]3)=[O:22])[CH:18]=[CH:17][CH:16]=2)[CH:10]=[CH:11][C:12]=1[O:13][CH3:14].[Cl:29][C:30]1[N:35]=[C:34](Cl)[CH:33]=[CH:32][N:31]=1. (2) The reactants are: [Br:1][C:2]1[CH:3]=[C:4]([CH2:8][NH:9][CH:10]2[CH2:15][CH2:14][N:13](C(OC(C)(C)C)=O)[CH2:12][CH2:11]2)[CH:5]=[CH:6][CH:7]=1.C(N(C(C)C)CC)(C)C.[CH3:32][O:33][C:34]1[CH:39]=[CH:38][C:37]([CH2:40][C:41](Cl)=[O:42])=[CH:36][CH:35]=1.O. Given the product [Br:1][C:2]1[CH:3]=[C:4]([CH2:8][N:9]([CH:10]2[CH2:11][CH2:12][NH:13][CH2:14][CH2:15]2)[C:41](=[O:42])[CH2:40][C:37]2[CH:38]=[CH:39][C:34]([O:33][CH3:32])=[CH:35][CH:36]=2)[CH:5]=[CH:6][CH:7]=1, predict the reactants needed to synthesize it. (3) Given the product [CH2:1]([C@H:5]1[C:6](=[O:15])[NH:7][C@@H:8]([CH2:11][CH:12]([CH3:14])[CH3:13])[CH2:9][N:10]1[C:28](=[O:29])/[CH:27]=[CH:26]/[C:23]1[CH:24]=[CH:25][C:20]([C:18]([O:17][CH3:16])=[O:19])=[CH:21][CH:22]=1)[CH:2]([CH3:4])[CH3:3], predict the reactants needed to synthesize it. The reactants are: [CH2:1]([C@@H:5]1[NH:10][CH2:9][C@H:8]([CH2:11][CH:12]([CH3:14])[CH3:13])[NH:7][C:6]1=[O:15])[CH:2]([CH3:4])[CH3:3].[CH3:16][O:17][C:18]([C:20]1[CH:25]=[CH:24][C:23](/[CH:26]=[CH:27]/[C:28](O)=[O:29])=[CH:22][CH:21]=1)=[O:19].C([C@@H]1N(C([C@@H]2C[C@H]2C2C=CC=CC=2)=O)C[C@H](CC(C)C)NC1=O)C(C)C. (4) Given the product [CH3:46][O:47][C:48]1[CH:55]=[CH:54][C:51]([CH2:52][N:53]2[CH2:1][C:2]3[C:11](=[CH:10][CH:9]=[C:4]([C:5]([O:7][CH3:8])=[O:6])[CH:3]=3)[CH2:12]2)=[CH:50][CH:49]=1, predict the reactants needed to synthesize it. The reactants are: [CH3:1][C:2]1[CH:3]=[C:4]([CH:9]=[CH:10][C:11]=1[CH3:12])[C:5]([O:7][CH3:8])=[O:6].BrN1C(=O)CCC1=O.C(OOC(=O)C1C=CC=CC=1)(=O)C1C=CC=CC=1.C(N(CC)CC)C.[CH3:46][O:47][C:48]1[CH:55]=[CH:54][C:51]([CH2:52][NH2:53])=[CH:50][CH:49]=1. (5) The reactants are: [Cl:1][C:2]1[CH:23]=[C:22]([S:24]([CH2:27][CH3:28])(=[O:26])=[O:25])[CH:21]=[CH:20][C:3]=1[O:4][C:5]1[CH:6]=[C:7]([CH:15]([CH3:19])[C:16]([OH:18])=O)[CH:8]=[C:9]([C:11]([F:14])([F:13])[F:12])[CH:10]=1.[CH2:29]([S:31]([NH2:34])(=[O:33])=[O:32])[CH3:30]. Given the product [Cl:1][C:2]1[CH:23]=[C:22]([S:24]([CH2:27][CH3:28])(=[O:26])=[O:25])[CH:21]=[CH:20][C:3]=1[O:4][C:5]1[CH:6]=[C:7]([CH:15]([CH3:19])[C:16]([NH:34][S:31]([CH2:29][CH3:30])(=[O:33])=[O:32])=[O:18])[CH:8]=[C:9]([C:11]([F:14])([F:13])[F:12])[CH:10]=1, predict the reactants needed to synthesize it. (6) Given the product [CH2:1]([O:3][C:4]([C:5]1[C:6]2[N:15]=[C:25]([NH2:26])[NH:14][C:7]=2[CH:8]=[C:9]([S:11][CH2:12][CH3:13])[CH:10]=1)=[O:16])[CH3:2], predict the reactants needed to synthesize it. The reactants are: [CH2:1]([O:3][C:4](=[O:16])[C:5]1[CH:10]=[C:9]([S:11][CH2:12][CH3:13])[CH:8]=[C:7]([NH2:14])[C:6]=1[NH2:15])[CH3:2].COC(C1C2N=C(N)[NH:26][C:25]=2C=CC=1)=O.BrC#N. (7) Given the product [CH2:1]([O:3][C:4]([C:6]1([CH2:27][C:22]2[CH:23]=[CH:24][CH:25]=[CH:26][N:21]=2)[C:11](=[O:12])[CH2:10][CH2:9][N:8]([C:13]([O:15][C:16]([CH3:18])([CH3:17])[CH3:19])=[O:14])[CH2:7]1)=[O:5])[CH3:2], predict the reactants needed to synthesize it. The reactants are: [CH2:1]([O:3][C:4]([CH:6]1[C:11](=[O:12])[CH2:10][CH2:9][N:8]([C:13]([O:15][C:16]([CH3:19])([CH3:18])[CH3:17])=[O:14])[CH2:7]1)=[O:5])[CH3:2].Cl.[N:21]1[CH:26]=[CH:25][CH:24]=[CH:23][C:22]=1[CH2:27]Cl.C(=O)([O-])[O-].[K+].[K+].[I-].[K+].C1N2CCN(CC2)C1.